The task is: Predict the reactants needed to synthesize the given product.. This data is from Full USPTO retrosynthesis dataset with 1.9M reactions from patents (1976-2016). (1) Given the product [CH2:25]([O:24][C:22](=[O:23])[C@@H:20]([O:19][C@H:15]([C:16](=[O:17])[NH:27][C:28]1[NH:32][N:31]=[N:30][N:29]=1)[CH2:14][C:11]1[CH:12]=[CH:13][C:8]([C:4]2[CH:5]=[CH:6][CH:7]=[C:2]([Cl:1])[CH:3]=2)=[CH:9][CH:10]=1)[CH3:21])[CH3:26], predict the reactants needed to synthesize it. The reactants are: [Cl:1][C:2]1[CH:3]=[C:4]([C:8]2[CH:13]=[CH:12][C:11]([CH2:14][C@H:15]([O:19][C@H:20]([C:22]([O:24][CH2:25][CH3:26])=[O:23])[CH3:21])[C:16](O)=[O:17])=[CH:10][CH:9]=2)[CH:5]=[CH:6][CH:7]=1.[NH2:27][C:28]1[NH:32][N:31]=[N:30][N:29]=1.CCN(C(C)C)C(C)C.C(N=C=NC(C)C)(C)C. (2) Given the product [CH:1]1([CH2:4][O:5][C:6]2[CH:14]=[CH:13][C:9]([C:10]3[O:12][C:17]4[CH:18]=[C:19]([O:26][CH2:27][C@@H:28]([NH:30][C:31](=[O:33])[CH3:32])[CH3:29])[N:20]=[CH:21][C:22]=4[N:23]=3)=[C:8]([CH3:15])[CH:7]=2)[CH2:2][CH2:3]1, predict the reactants needed to synthesize it. The reactants are: [CH:1]1([CH2:4][O:5][C:6]2[CH:14]=[CH:13][C:9]([C:10]([OH:12])=O)=[C:8]([CH3:15])[CH:7]=2)[CH2:3][CH2:2]1.Cl[C:17]1[C:22]([N+:23]([O-])=O)=[CH:21][N:20]=[C:19]([O:26][CH2:27][C@@H:28]([NH:30][C:31](=[O:33])[CH3:32])[CH3:29])[CH:18]=1.